Dataset: Reaction yield outcomes from USPTO patents with 853,638 reactions. Task: Predict the reaction yield, written as a fraction of the theoretical maximum amount of product (1.0 means a 100% yield; for example, 0.34 means a 34% yield). (1) The reactants are [NH2:1][C:2]([C:4]1[CH:5]=[C:6]([Br:26])[CH:7]=[C:8]2[C:12]=1[NH:11][CH:10]=[C:9]2[CH:13]1[CH2:18][CH2:17][N:16](C(OC(C)(C)C)=O)[CH2:15][CH2:14]1)=[O:3]. The catalyst is CO.Cl.O1CCOCC1. The product is [Br:26][C:6]1[CH:7]=[C:8]2[C:12](=[C:4]([C:2]([NH2:1])=[O:3])[CH:5]=1)[NH:11][CH:10]=[C:9]2[CH:13]1[CH2:18][CH2:17][NH:16][CH2:15][CH2:14]1. The yield is 0.580. (2) The reactants are [C:1]1([CH2:10][C:11]#[N:12])[CH:6]=[CH:5][CH:4]=[C:3]([CH2:7][C:8]#[N:9])[CH:2]=1. The catalyst is CO.[Ni]. The product is [C:3]1([CH2:7][CH2:8][NH2:9])[CH:4]=[CH:5][CH:6]=[C:1]([CH2:10][CH2:11][NH2:12])[CH:2]=1. The yield is 0.960. (3) The reactants are [OH:1][CH:2]([C:34]1[C:39]([C:40]([F:43])([F:42])[F:41])=[CH:38][CH:37]=[CH:36][N:35]=1)[C:3]1[CH:4]=[C:5]([C:9]2[CH:10]=[C:11]3[C:17]([C:18]4[CH:23]=[CH:22][CH:21]=[CH:20][C:19]=4[O:24][CH3:25])=[N:16][N:15](COC(=O)C(C)(C)C)[C:12]3=[N:13][CH:14]=2)[CH:6]=[CH:7][CH:8]=1.C(N)CN.Cl.C(=O)(O)[O-].[Na+]. The catalyst is C(O)C.[OH-].[Na+].C(Cl)(Cl)Cl. The product is [CH3:25][O:24][C:19]1[CH:20]=[CH:21][CH:22]=[CH:23][C:18]=1[C:17]1[C:11]2[C:12](=[N:13][CH:14]=[C:9]([C:5]3[CH:4]=[C:3]([CH:2]([C:34]4[C:39]([C:40]([F:43])([F:41])[F:42])=[CH:38][CH:37]=[CH:36][N:35]=4)[OH:1])[CH:8]=[CH:7][CH:6]=3)[CH:10]=2)[NH:15][N:16]=1. The yield is 0.0400.